Dataset: Catalyst prediction with 721,799 reactions and 888 catalyst types from USPTO. Task: Predict which catalyst facilitates the given reaction. (1) Reactant: [CH3:1][CH2:2][CH2:3][S:4][C:5]1[N:6]=[C:7]([NH:25][C@H:26]2[C@H:28]([C:29]3[CH:30]=[CH:31][C:32]([F:36])=[C:33]([F:35])[CH:34]=3)[CH2:27]2)[C:8]2[N:13]=[N:12][N:11]([C@H:14]3[C@H:18]([OH:19])[C@H:17]([OH:20])[C@@H:16]([O:21][CH2:22][CH2:23][OH:24])[CH2:15]3)[C:9]=2[N:10]=1.[ClH:37]. Product: [CH3:1][CH2:2][CH2:3][S:4][C:5]1[N:6]=[C:7]([NH:25][C@H:26]2[C@H:28]([C:29]3[CH:30]=[CH:31][C:32]([F:36])=[C:33]([F:35])[CH:34]=3)[CH2:27]2)[C:8]2[N:13]=[N:12][N:11]([CH:14]3[C@H:18]([OH:19])[C@H:17]([OH:20])[CH:16]([O:21][CH2:22][CH2:23][OH:24])[CH2:15]3)[C:9]=2[N:10]=1.[ClH:37]. The catalyst class is: 13. (2) Reactant: [F:1][C:2]1[CH:7]=[C:6]([S:8]([CH3:11])(=[O:10])=[O:9])[CH:5]=[CH:4][C:3]=1[C:12]1[CH:13]=[C:14]2[CH:20]=[C:19]([CH:21]3[CH2:26][CH2:25][NH:24][CH2:23][CH2:22]3)[O:18][C:15]2=[CH:16][N:17]=1.Cl[C:28]1[N:33]=[CH:32][C:31]([CH2:34][CH3:35])=[CH:30][N:29]=1.C(N(CC)C(C)C)(C)C.CN(C)C=O. Product: [CH2:34]([C:31]1[CH:30]=[N:29][C:28]([N:24]2[CH2:25][CH2:26][CH:21]([C:19]3[O:18][C:15]4=[CH:16][N:17]=[C:12]([C:3]5[CH:4]=[CH:5][C:6]([S:8]([CH3:11])(=[O:10])=[O:9])=[CH:7][C:2]=5[F:1])[CH:13]=[C:14]4[CH:20]=3)[CH2:22][CH2:23]2)=[N:33][CH:32]=1)[CH3:35]. The catalyst class is: 6. (3) Reactant: O=C1C2C(=CC=CC=2)C(=O)[N:3]1[O:12][C@H:13]([CH3:21])[C:14]([O:16][C:17]([CH3:20])([CH3:19])[CH3:18])=[O:15].CNN. Product: [NH2:3][O:12][C@H:13]([CH3:21])[C:14]([O:16][C:17]([CH3:20])([CH3:19])[CH3:18])=[O:15]. The catalyst class is: 2. (4) Reactant: [CH3:1][C:2]1[CH:7]=[CH:6][N:5]2[N:8]=[CH:9][C:10]([C:11]([OH:13])=[O:12])=[C:4]2[CH:3]=1.[I:14]I.Cl. Product: [I:14][C:6]1[N:5]2[N:8]=[CH:9][C:10]([C:11]([OH:13])=[O:12])=[C:4]2[CH:3]=[C:2]([CH3:1])[CH:7]=1. The catalyst class is: 1.